Dataset: Forward reaction prediction with 1.9M reactions from USPTO patents (1976-2016). Task: Predict the product of the given reaction. Given the reactants [Br:1][C:2]1[CH:3]=[N:4][CH:5]=[C:6]([CH:11]=1)[C:7]([O:9][CH3:10])=[O:8].ClC1C=C(C=CC=1)C(OO)=[O:17], predict the reaction product. The product is: [Br:1][C:2]1[CH:3]=[N+:4]([O-:17])[CH:5]=[C:6]([C:7]([O:9][CH3:10])=[O:8])[CH:11]=1.